This data is from Catalyst prediction with 721,799 reactions and 888 catalyst types from USPTO. The task is: Predict which catalyst facilitates the given reaction. Reactant: [F:1][C:2]1[C:7]([F:8])=[CH:6][CH:5]=[CH:4][C:3]=1[OH:9].[CH2:10]([C@H:12]1[CH2:17][CH2:16][C@H:15]([CH2:18]Br)[CH2:14][CH2:13]1)[CH3:11].P([O-])([O-])([O-])=O.[K+].[K+].[K+].O. Product: [F:1][C:2]1[C:7]([F:8])=[CH:6][CH:5]=[CH:4][C:3]=1[O:9][CH2:18][C@H:15]1[CH2:16][CH2:17][C@H:12]([CH2:10][CH3:11])[CH2:13][CH2:14]1. The catalyst class is: 575.